Dataset: Reaction yield outcomes from USPTO patents with 853,638 reactions. Task: Predict the reaction yield, written as a fraction of the theoretical maximum amount of product (1.0 means a 100% yield; for example, 0.34 means a 34% yield). (1) The reactants are [Cl:1][C:2]1[CH:26]=[C:25]([Cl:27])[CH:24]=[CH:23][C:3]=1[CH2:4][O:5][C:6]1[C:17]([CH3:18])=[C:16]([O:19][CH2:20][O:21][CH3:22])[CH:15]=[CH:14][C:7]=1[C:8](N(OC)C)=[O:9].[H-].C([Al+]CC(C)C)C(C)C.[Cl-].[NH4+]. The catalyst is O1CCCC1.C1(C)C=CC=CC=1. The product is [Cl:1][C:2]1[CH:26]=[C:25]([Cl:27])[CH:24]=[CH:23][C:3]=1[CH2:4][O:5][C:6]1[C:17]([CH3:18])=[C:16]([O:19][CH2:20][O:21][CH3:22])[CH:15]=[CH:14][C:7]=1[CH:8]=[O:9]. The yield is 0.620. (2) The reactants are [Cl:1][C:2]1[CH:7]=[CH:6][C:5]([S:8](Cl)(=[O:10])=[O:9])=[CH:4][C:3]=1[N+:12]([O-:14])=[O:13].[NH2:15][C:16]1[CH:21]=[CH:20][CH:19]=[CH:18][CH:17]=1.N1C=CC=CC=1. The catalyst is C(Cl)Cl. The product is [Cl:1][C:2]1[CH:7]=[CH:6][C:5]([S:8]([NH:15][C:16]2[CH:21]=[CH:20][CH:19]=[CH:18][CH:17]=2)(=[O:10])=[O:9])=[CH:4][C:3]=1[N+:12]([O-:14])=[O:13]. The yield is 0.620. (3) The reactants are Br[CH:2]1[C:10](=O)[C:6]2=[N:7][O:8][N:9]=[C:5]2[CH2:4][CH2:3]1.[NH2:12][C:13]([NH2:15])=[S:14]. The catalyst is C(O)C. The product is [N:7]1[O:8][N:9]=[C:5]2[CH2:4][CH2:3][C:2]3[S:14][C:13]([NH2:15])=[N:12][C:10]=3[C:6]=12. The yield is 0.900. (4) The product is [C:1]([O:5][C:6]([N:8]1[CH2:13][CH2:12][CH:11]([N:14]2[C:18]3=[N:19][CH:20]=[N:21][C:22]([O:24][C:25]4[CH:30]=[CH:29][C:28]([NH:31][S:32]([CH3:35])(=[O:34])=[O:33])=[C:27]([CH3:36])[CH:26]=4)=[C:17]3[CH:16]=[N:15]2)[CH2:10][CH2:9]1)=[O:7])([CH3:4])([CH3:3])[CH3:2]. The yield is 0.330. The reactants are [C:1]([O:5][C:6]([N:8]1[CH2:13][CH2:12][CH:11]([N:14]2[C:18]3=[N:19][CH:20]=[N:21][C:22](Cl)=[C:17]3[CH:16]=[N:15]2)[CH2:10][CH2:9]1)=[O:7])([CH3:4])([CH3:3])[CH3:2].[OH:24][C:25]1[CH:30]=[CH:29][C:28]([NH:31][S:32]([CH3:35])(=[O:34])=[O:33])=[C:27]([CH3:36])[CH:26]=1.C(=O)([O-])[O-].[K+].[K+].C(=O)([O-])[O-].[Na+].[Na+]. The catalyst is CN(C)C=O. (5) The reactants are [N:1]1([C:7]2[CH:8]=[CH:9][C:10]3[CH2:11][N:12]([C:18]([O:20][C:21]([CH3:24])([CH3:23])[CH3:22])=[O:19])[CH2:13][CH2:14][O:15][C:16]=3[N:17]=2)[CH2:6][CH2:5][NH:4][CH2:3][CH2:2]1.CCN(CC)CC.Cl[C:33]([O:35][CH3:36])=[O:34].O. The catalyst is C1COCC1. The product is [CH3:36][O:35][C:33]([N:4]1[CH2:5][CH2:6][N:1]([C:7]2[CH:8]=[CH:9][C:10]3[CH2:11][N:12]([C:18]([O:20][C:21]([CH3:24])([CH3:23])[CH3:22])=[O:19])[CH2:13][CH2:14][O:15][C:16]=3[N:17]=2)[CH2:2][CH2:3]1)=[O:34]. The yield is 0.690. (6) The reactants are [Cl:1][C:2]1[C:3]([O:24][C:25]2[CH:30]=[CH:29][N:28]=[C:27](Cl)[CH:26]=2)=[CH:4][C:5]([F:23])=[C:6]([NH:8][C:9]([N:11]2[CH2:15][CH2:14][N:13]([CH:16]3[CH2:21][CH2:20][O:19][CH2:18][CH2:17]3)[C:12]2=[O:22])=[O:10])[CH:7]=1.[C:32](=[O:39])([O:34][C:35]([CH3:38])([CH3:37])[CH3:36])[NH2:33].C([O-])([O-])=O.[Cs+].[Cs+].CC1(C)C2C(=C(P(C3C=CC=CC=3)C3C=CC=CC=3)C=CC=2)OC2C(P(C3C=CC=CC=3)C3C=CC=CC=3)=CC=CC1=2. The catalyst is O1CCOCC1.C1C=CC(/C=C/C(/C=C/C2C=CC=CC=2)=O)=CC=1.C1C=CC(/C=C/C(/C=C/C2C=CC=CC=2)=O)=CC=1.C1C=CC(/C=C/C(/C=C/C2C=CC=CC=2)=O)=CC=1.[Pd].[Pd]. The product is [Cl:1][C:2]1[CH:7]=[C:6]([NH:8][C:9]([N:11]2[CH2:15][CH2:14][N:13]([CH:16]3[CH2:21][CH2:20][O:19][CH2:18][CH2:17]3)[C:12]2=[O:22])=[O:10])[C:5]([F:23])=[CH:4][C:3]=1[O:24][C:25]1[CH:30]=[CH:29][N:28]=[C:27]([NH:33][C:32](=[O:39])[O:34][C:35]([CH3:38])([CH3:37])[CH3:36])[CH:26]=1. The yield is 1.13. (7) The reactants are [CH3:1][N:2]1[C:7](=[O:8])[C:6]([NH:9][C:10]2[CH:15]=[CH:14][C:13]([N:16]3[CH2:21][CH2:20][N:19]([CH:22]4[CH2:25][O:24][CH2:23]4)[CH2:18][CH2:17]3)=[CH:12][N:11]=2)=[CH:5][C:4]([C:26]2[CH:33]=[N:32][CH:31]=[C:30]([N:34]3[CH:46]=[CH:45][N:37]4[C:38]5[CH2:39][CH2:40][CH2:41][CH2:42][C:43]=5[CH:44]=[C:36]4[C:35]3=[O:47])[C:27]=2[CH:28]=[O:29])=[CH:3]1.[BH4-].[Na+]. The catalyst is CO. The product is [OH:29][CH2:28][C:27]1[C:26]([C:4]2[CH:5]=[C:6]([NH:9][C:10]3[CH:15]=[CH:14][C:13]([N:16]4[CH2:17][CH2:18][N:19]([CH:22]5[CH2:25][O:24][CH2:23]5)[CH2:20][CH2:21]4)=[CH:12][N:11]=3)[C:7](=[O:8])[N:2]([CH3:1])[CH:3]=2)=[CH:33][N:32]=[CH:31][C:30]=1[N:34]1[CH:46]=[CH:45][N:37]2[C:38]3[CH2:39][CH2:40][CH2:41][CH2:42][C:43]=3[CH:44]=[C:36]2[C:35]1=[O:47]. The yield is 0.370. (8) The reactants are [CH3:1][O:2][C:3](=[O:34])[NH:4][CH:5]([C:9]([N:11]1[CH:17]([C:18]2[NH:19][C:20]([C:23]3[CH:32]=[CH:31][C:30]4[C:25](=[CH:26][CH:27]=[C:28](Br)[CH:29]=4)[CH:24]=3)=[CH:21][N:22]=2)[CH2:16][C:13]2([CH2:15][CH2:14]2)[CH2:12]1)=[O:10])[CH:6]([CH3:8])[CH3:7].[C:35]([O:39][C:40]([N:42]1[CH:47]([C:48]2[NH:49][C:50]([C:53]3[CH:58]=[CH:57][C:56](B4OC(C)(C)C(C)(C)O4)=[CH:55][CH:54]=3)=[CH:51][N:52]=2)[CH:46]2[CH2:68][CH:43]1[CH2:44][CH2:45]2)=[O:41])([CH3:38])([CH3:37])[CH3:36].C([O-])(O)=O.[Na+].N#N. The catalyst is COCCOC.C1C=CC([P]([Pd]([P](C2C=CC=CC=2)(C2C=CC=CC=2)C2C=CC=CC=2)([P](C2C=CC=CC=2)(C2C=CC=CC=2)C2C=CC=CC=2)[P](C2C=CC=CC=2)(C2C=CC=CC=2)C2C=CC=CC=2)(C2C=CC=CC=2)C2C=CC=CC=2)=CC=1. The product is [C:35]([O:39][C:40]([N:42]1[CH:47]([C:48]2[NH:49][C:50]([C:53]3[CH:58]=[CH:57][C:56]([C:28]4[CH:27]=[CH:26][C:25]5[C:30](=[CH:31][CH:32]=[C:23]([C:20]6[NH:19][C:18]([CH:17]7[CH2:16][C:13]8([CH2:15][CH2:14]8)[CH2:12][N:11]7[C:9](=[O:10])[CH:5]([NH:4][C:3]([O:2][CH3:1])=[O:34])[CH:6]([CH3:8])[CH3:7])=[N:22][CH:21]=6)[CH:24]=5)[CH:29]=4)=[CH:55][CH:54]=3)=[CH:51][N:52]=2)[CH:46]2[CH2:68][CH:43]1[CH2:44][CH2:45]2)=[O:41])([CH3:38])([CH3:36])[CH3:37]. The yield is 0.560. (9) The yield is 1.00. The product is [NH2:13][C:9]1[CH:10]=[CH:11][CH:12]=[C:5]([NH:4][CH:1]([CH3:3])[CH3:2])[C:6]=1[C:7]#[N:8]. The reactants are [CH:1]([NH:4][C:5]1[CH:12]=[CH:11][CH:10]=[C:9]([N+:13]([O-])=O)[C:6]=1[C:7]#[N:8])([CH3:3])[CH3:2].Cl. The catalyst is CO.[Fe]. (10) The reactants are [CH3:1][C@@H:2]1[N:6]([C:7]([O:9][C:10]([CH3:13])([CH3:12])[CH3:11])=[O:8])[C@H:5]([C:14]([O:16][CH2:17][C:18]([C:20]2[CH:21]=[CH:22][C:23]3[C:32]4[CH:31]=[C:30]5[CH2:33][CH2:34][CH:35](Br)[C:36](=[O:37])[C:29]5=[CH:28][C:27]=4[O:26][CH2:25][C:24]=3[CH:39]=2)=[O:19])=[O:15])[CH2:4][CH2:3]1.[C:40]([O:44][C:45]([N:47]1[C@@H:51]([CH3:52])[CH2:50][CH2:49][C@H:48]1[C:53]([OH:55])=[O:54])=[O:46])([CH3:43])([CH3:42])[CH3:41].C([O-])([O-])=O.[Cs+].[Cs+]. The catalyst is CC(C)=O.C(Cl)Cl. The product is [CH3:1][C@@H:2]1[N:6]([C:7]([O:9][C:10]([CH3:13])([CH3:12])[CH3:11])=[O:8])[C@H:5]([C:14]([O:16][CH2:17][C:18]([C:20]2[CH:21]=[CH:22][C:23]3[C:32]4[CH:31]=[C:30]5[CH2:33][CH2:34][CH:35]([O:55][C:53]([C@@H:48]6[CH2:49][CH2:50][C@H:51]([CH3:52])[N:47]6[C:45]([O:44][C:40]([CH3:41])([CH3:43])[CH3:42])=[O:46])=[O:54])[C:36](=[O:37])[C:29]5=[CH:28][C:27]=4[O:26][CH2:25][C:24]=3[CH:39]=2)=[O:19])=[O:15])[CH2:4][CH2:3]1. The yield is 0.530.